Dataset: Peptide-MHC class I binding affinity with 185,985 pairs from IEDB/IMGT. Task: Regression. Given a peptide amino acid sequence and an MHC pseudo amino acid sequence, predict their binding affinity value. This is MHC class I binding data. (1) The peptide sequence is RRQDILDLWI. The MHC is HLA-A02:02 with pseudo-sequence HLA-A02:02. The binding affinity (normalized) is 0. (2) The peptide sequence is FVFTLTVPS. The MHC is HLA-A02:03 with pseudo-sequence HLA-A02:03. The binding affinity (normalized) is 0.482. (3) The peptide sequence is ATPQDLNTM. The MHC is HLA-A01:01 with pseudo-sequence HLA-A01:01. The binding affinity (normalized) is 0.0847. (4) The peptide sequence is RPRGAPTPT. The MHC is HLA-B14:02 with pseudo-sequence HLA-B14:02. The binding affinity (normalized) is 0.213. (5) The peptide sequence is WRWKSQVTI. The MHC is HLA-B73:01 with pseudo-sequence HLA-B73:01. The binding affinity (normalized) is 0.686.